Dataset: NCI-60 drug combinations with 297,098 pairs across 59 cell lines. Task: Regression. Given two drug SMILES strings and cell line genomic features, predict the synergy score measuring deviation from expected non-interaction effect. Drug 1: C1CN1C2=NC(=NC(=N2)N3CC3)N4CC4. Drug 2: C1=NC2=C(N1)C(=S)N=C(N2)N. Cell line: LOX IMVI. Synergy scores: CSS=63.4, Synergy_ZIP=1.28, Synergy_Bliss=0.313, Synergy_Loewe=3.40, Synergy_HSA=5.64.